Dataset: Peptide-MHC class I binding affinity with 185,985 pairs from IEDB/IMGT. Task: Regression. Given a peptide amino acid sequence and an MHC pseudo amino acid sequence, predict their binding affinity value. This is MHC class I binding data. (1) The peptide sequence is NHINQELSL. The MHC is Mamu-A07 with pseudo-sequence Mamu-A07. The binding affinity (normalized) is 0.926. (2) The peptide sequence is MPYNILDRII. The MHC is HLA-B53:01 with pseudo-sequence HLA-B53:01. The binding affinity (normalized) is 0.647. (3) The peptide sequence is TMVDKPTEL. The MHC is HLA-A02:01 with pseudo-sequence HLA-A02:01. The binding affinity (normalized) is 0.518. (4) The peptide sequence is DRAHYNIVTF. The MHC is H-2-Db with pseudo-sequence H-2-Db. The binding affinity (normalized) is 0.345. (5) The binding affinity (normalized) is 0.0847. The peptide sequence is LQKGGVIVY. The MHC is HLA-A31:01 with pseudo-sequence HLA-A31:01. (6) The peptide sequence is VYSDVETPHL. The MHC is HLA-A23:01 with pseudo-sequence HLA-A23:01. The binding affinity (normalized) is 0.529. (7) The MHC is Mamu-B52 with pseudo-sequence Mamu-B52. The peptide sequence is QTDAAVKNW. The binding affinity (normalized) is 0.134.